Dataset: Catalyst prediction with 721,799 reactions and 888 catalyst types from USPTO. Task: Predict which catalyst facilitates the given reaction. (1) Reactant: [NH:1]1[CH2:6][CH2:5][CH:4]([N:7]2[C:15]3[C:10](=[N:11][CH:12]=[CH:13][CH:14]=3)[NH:9][C:8]2=[O:16])[CH2:3][CH2:2]1.Cl[C:18]1[N:23]=[CH:22][N:21]=[C:20]([C:24]([C:26]2[CH:27]=[C:28]3[C:32](=[C:33]([CH3:35])[CH:34]=2)[N:31]([CH3:36])[CH2:30][C:29]3([CH3:38])[CH3:37])=[O:25])[CH:19]=1.CCN(C(C)C)C(C)C. Product: [CH3:36][N:31]1[C:32]2[C:28](=[CH:27][C:26]([C:24]([C:20]3[N:21]=[CH:22][N:23]=[C:18]([N:1]4[CH2:2][CH2:3][CH:4]([N:7]5[C:15]6[C:10](=[N:11][CH:12]=[CH:13][CH:14]=6)[NH:9][C:8]5=[O:16])[CH2:5][CH2:6]4)[CH:19]=3)=[O:25])=[CH:34][C:33]=2[CH3:35])[C:29]([CH3:38])([CH3:37])[CH2:30]1. The catalyst class is: 3. (2) Reactant: [CH3:1][O:2][C:3]1[C:23]([O:24][CH3:25])=[CH:22][C:6]2[C:7]3[N:12]([CH:13]([CH3:15])[CH2:14][C:5]=2[CH:4]=1)[CH:11]=[C:10]([C:16]([O:18]CC)=[O:17])[C:9](=[O:21])[CH:8]=3.O.[OH-].[Li+].Cl. The catalyst class is: 40. Product: [CH3:1][O:2][C:3]1[C:23]([O:24][CH3:25])=[CH:22][C:6]2[C:7]3[N:12]([CH:13]([CH3:15])[CH2:14][C:5]=2[CH:4]=1)[CH:11]=[C:10]([C:16]([OH:18])=[O:17])[C:9](=[O:21])[CH:8]=3. (3) The catalyst class is: 16. Product: [Br:1][C:2]1[CH:7]=[CH:6][C:5]([CH2:8][C:30]#[N:31])=[CH:4][C:3]=1[O:10][CH3:11]. Reactant: [Br:1][C:2]1[CH:7]=[CH:6][C:5]([CH2:8]Br)=[CH:4][C:3]=1[O:10][CH3:11].C1OCCOCCOCCOCCOCCOC1.[C-:30]#[N:31].[K+].O. (4) Reactant: [N+:1]([C:4]1[CH:5]=[C:6]([C:10]2[CH:18]=[CH:17][C:13]([C:14]([NH2:16])=[O:15])=[C:12]([C:19]3[CH:24]=[CH:23][C:22]([O:25][C:26]4[CH:31]=[CH:30][CH:29]=[CH:28][CH:27]=4)=[CH:21][CH:20]=3)[N:11]=2)[CH:7]=[CH:8][CH:9]=1)([O-])=O. Product: [NH2:1][C:4]1[CH:5]=[C:6]([C:10]2[CH:18]=[CH:17][C:13]([C:14]([NH2:16])=[O:15])=[C:12]([C:19]3[CH:24]=[CH:23][C:22]([O:25][C:26]4[CH:31]=[CH:30][CH:29]=[CH:28][CH:27]=4)=[CH:21][CH:20]=3)[N:11]=2)[CH:7]=[CH:8][CH:9]=1. The catalyst class is: 78. (5) Reactant: [C:1]([O:5][C:6]([N:8]1[CH2:13][CH2:12][CH:11]([C:14](=[O:32])[CH2:15][N:16]2[CH2:21][CH2:20][N:19]([C:22]3[CH:27]=[CH:26][C:25]([S:28]([CH3:31])(=[O:30])=[O:29])=[CH:24][CH:23]=3)[CH2:18][CH2:17]2)[CH2:10][CH2:9]1)=[O:7])([CH3:4])([CH3:3])[CH3:2].[BH4-].[Na+]. Product: [C:1]([O:5][C:6]([N:8]1[CH2:13][CH2:12][CH:11]([CH:14]([OH:32])[CH2:15][N:16]2[CH2:17][CH2:18][N:19]([C:22]3[CH:27]=[CH:26][C:25]([S:28]([CH3:31])(=[O:29])=[O:30])=[CH:24][CH:23]=3)[CH2:20][CH2:21]2)[CH2:10][CH2:9]1)=[O:7])([CH3:4])([CH3:3])[CH3:2]. The catalyst class is: 1. (6) Reactant: CC(OI1(OC(C)=O)(OC(C)=O)OC(=O)C2C=CC=CC1=2)=O.[F:23][C:24]1[CH:29]=[CH:28][CH:27]=[CH:26][C:25]=1[C:30]1[CH:31]=[N:32][C:33]([N:36]2[C:44]3[C:39](=[CH:40][CH:41]=[C:42]([C:45]([N:47]4[CH2:52][CH2:51][O:50][CH2:49][CH2:48]4)=[O:46])[CH:43]=3)[C:38]([CH2:53][OH:54])=[CH:37]2)=[N:34][CH:35]=1. Product: [F:23][C:24]1[CH:29]=[CH:28][CH:27]=[CH:26][C:25]=1[C:30]1[CH:35]=[N:34][C:33]([N:36]2[C:44]3[C:39](=[CH:40][CH:41]=[C:42]([C:45]([N:47]4[CH2:52][CH2:51][O:50][CH2:49][CH2:48]4)=[O:46])[CH:43]=3)[C:38]([CH:53]=[O:54])=[CH:37]2)=[N:32][CH:31]=1. The catalyst class is: 4.